This data is from NCI-60 drug combinations with 297,098 pairs across 59 cell lines. The task is: Regression. Given two drug SMILES strings and cell line genomic features, predict the synergy score measuring deviation from expected non-interaction effect. (1) Drug 1: CCCCC(=O)OCC(=O)C1(CC(C2=C(C1)C(=C3C(=C2O)C(=O)C4=C(C3=O)C=CC=C4OC)O)OC5CC(C(C(O5)C)O)NC(=O)C(F)(F)F)O. Drug 2: C1=NNC2=C1C(=O)NC=N2. Cell line: OVCAR3. Synergy scores: CSS=13.7, Synergy_ZIP=0.796, Synergy_Bliss=-1.33, Synergy_Loewe=-3.28, Synergy_HSA=-2.42. (2) Synergy scores: CSS=34.5, Synergy_ZIP=0.678, Synergy_Bliss=2.06, Synergy_Loewe=-12.4, Synergy_HSA=1.20. Drug 2: CN(CC1=CN=C2C(=N1)C(=NC(=N2)N)N)C3=CC=C(C=C3)C(=O)NC(CCC(=O)O)C(=O)O. Drug 1: CC12CCC3C(C1CCC2O)C(CC4=C3C=CC(=C4)O)CCCCCCCCCS(=O)CCCC(C(F)(F)F)(F)F. Cell line: COLO 205. (3) Drug 1: CCC1=CC2CC(C3=C(CN(C2)C1)C4=CC=CC=C4N3)(C5=C(C=C6C(=C5)C78CCN9C7C(C=CC9)(C(C(C8N6C)(C(=O)OC)O)OC(=O)C)CC)OC)C(=O)OC.C(C(C(=O)O)O)(C(=O)O)O. Drug 2: C1CCC(C(C1)N)N.C(=O)(C(=O)[O-])[O-].[Pt+4]. Cell line: SNB-75. Synergy scores: CSS=26.5, Synergy_ZIP=-1.58, Synergy_Bliss=-1.59, Synergy_Loewe=0.163, Synergy_HSA=0.0477. (4) Synergy scores: CSS=59.8, Synergy_ZIP=-0.265, Synergy_Bliss=1.17, Synergy_Loewe=2.97, Synergy_HSA=3.24. Cell line: SR. Drug 1: C1CC(=O)NC(=O)C1N2CC3=C(C2=O)C=CC=C3N. Drug 2: CCN(CC)CCCC(C)NC1=C2C=C(C=CC2=NC3=C1C=CC(=C3)Cl)OC. (5) Drug 1: CC1OCC2C(O1)C(C(C(O2)OC3C4COC(=O)C4C(C5=CC6=C(C=C35)OCO6)C7=CC(=C(C(=C7)OC)O)OC)O)O. Drug 2: C(CCl)NC(=O)N(CCCl)N=O. Cell line: OVCAR-5. Synergy scores: CSS=14.1, Synergy_ZIP=-0.612, Synergy_Bliss=0.860, Synergy_Loewe=-6.66, Synergy_HSA=-0.728. (6) Drug 1: CCCS(=O)(=O)NC1=C(C(=C(C=C1)F)C(=O)C2=CNC3=C2C=C(C=N3)C4=CC=C(C=C4)Cl)F. Drug 2: CC1=C(C=C(C=C1)NC2=NC=CC(=N2)N(C)C3=CC4=NN(C(=C4C=C3)C)C)S(=O)(=O)N.Cl. Cell line: SK-MEL-28. Synergy scores: CSS=40.0, Synergy_ZIP=5.09, Synergy_Bliss=7.50, Synergy_Loewe=-6.71, Synergy_HSA=5.30. (7) Drug 2: CC=C1C(=O)NC(C(=O)OC2CC(=O)NC(C(=O)NC(CSSCCC=C2)C(=O)N1)C(C)C)C(C)C. Synergy scores: CSS=68.5, Synergy_ZIP=0.558, Synergy_Bliss=6.43, Synergy_Loewe=9.20, Synergy_HSA=11.3. Drug 1: COC1=C(C=C2C(=C1)N=CN=C2NC3=CC(=C(C=C3)F)Cl)OCCCN4CCOCC4. Cell line: SNB-75.